Dataset: Full USPTO retrosynthesis dataset with 1.9M reactions from patents (1976-2016). Task: Predict the reactants needed to synthesize the given product. Given the product [N:29]([CH2:17][C:16]([C:13]1[CH:14]=[CH:15][CH:10]=[CH:11][CH:12]=1)=[O:18])=[N+:30]=[N-:31], predict the reactants needed to synthesize it. The reactants are: C(O[C:10]1[CH:15]=[CH:14][C:13]([C:16](=[O:18])[CH3:17])=[CH:12][C:11]=1C(F)(F)F)CCCCCCC.CCOC(C)=O.[N-:29]=[N+:30]=[N-:31].[Na+].